From a dataset of NCI-60 drug combinations with 297,098 pairs across 59 cell lines. Regression. Given two drug SMILES strings and cell line genomic features, predict the synergy score measuring deviation from expected non-interaction effect. (1) Drug 1: CC1=C(C(=CC=C1)Cl)NC(=O)C2=CN=C(S2)NC3=CC(=NC(=N3)C)N4CCN(CC4)CCO. Drug 2: CS(=O)(=O)CCNCC1=CC=C(O1)C2=CC3=C(C=C2)N=CN=C3NC4=CC(=C(C=C4)OCC5=CC(=CC=C5)F)Cl. Cell line: HT29. Synergy scores: CSS=3.76, Synergy_ZIP=4.21, Synergy_Bliss=6.48, Synergy_Loewe=6.39, Synergy_HSA=5.46. (2) Drug 1: C1CCC(C1)C(CC#N)N2C=C(C=N2)C3=C4C=CNC4=NC=N3. Drug 2: C(CCl)NC(=O)N(CCCl)N=O. Cell line: A498. Synergy scores: CSS=0.818, Synergy_ZIP=0.199, Synergy_Bliss=2.17, Synergy_Loewe=-0.672, Synergy_HSA=0.473.